From a dataset of Catalyst prediction with 721,799 reactions and 888 catalyst types from USPTO. Predict which catalyst facilitates the given reaction. Reactant: [C:1]([O:5][C:6]([N:8]1[CH2:13][CH2:12][C:11]([CH2:17][CH:18]=[CH2:19])([C:14]([OH:16])=[O:15])[CH2:10][CH2:9]1)=[O:7])([CH3:4])([CH3:3])[CH3:2].C1(P(C2C=CC=CC=2)C2C=CC=CC=2)C=CC=CC=1.[C:39]1([C:47]([CH:49]([C:51]2[CH:58]=[CH:57][C:54]([O:55][CH3:56])=[CH:53][CH:52]=2)O)=[O:48])[CH:46]=[CH:45][C:42]([O:43][CH3:44])=[CH:41][CH:40]=1.N(C(OC(C)C)=O)=NC(OC(C)C)=O. Product: [CH3:56][O:55][C:54]1[CH:53]=[CH:52][C:51]([CH:49]([O:15][C:14]([C:11]2([CH2:17][CH:18]=[CH2:19])[CH2:12][CH2:13][N:8]([C:6]([O:5][C:1]([CH3:4])([CH3:3])[CH3:2])=[O:7])[CH2:9][CH2:10]2)=[O:16])[C:47]([C:39]2[CH:40]=[CH:41][C:42]([O:43][CH3:44])=[CH:45][CH:46]=2)=[O:48])=[CH:58][CH:57]=1. The catalyst class is: 207.